Dataset: Peptide-MHC class I binding affinity with 185,985 pairs from IEDB/IMGT. Task: Regression. Given a peptide amino acid sequence and an MHC pseudo amino acid sequence, predict their binding affinity value. This is MHC class I binding data. (1) The peptide sequence is WTEHRQVRY. The MHC is HLA-B35:01 with pseudo-sequence HLA-B35:01. The binding affinity (normalized) is 0.0847. (2) The peptide sequence is RMYSPTSI. The MHC is HLA-B27:05 with pseudo-sequence HLA-B27:05. The binding affinity (normalized) is 0.342. (3) The peptide sequence is TVLDHILQK. The MHC is HLA-B46:01 with pseudo-sequence HLA-B46:01. The binding affinity (normalized) is 0.0847.